Dataset: Catalyst prediction with 721,799 reactions and 888 catalyst types from USPTO. Task: Predict which catalyst facilitates the given reaction. (1) Reactant: [F:1][C:2]1[CH:3]=[C:4]([C:8]2[N:13]=[C:12]([CH3:14])[C:11]([C:15]([OH:17])=O)=[CH:10][N:9]=2)[CH:5]=[CH:6][CH:7]=1.[F:18][C:19]1[CH:20]=[CH:21][CH:22]=[C:23]2[C:27]=1[N:26]([NH2:28])[CH:25]=[C:24]2[CH3:29].C[N+]1(C2N=C(OC)N=C(OC)N=2)CCOCC1.[Cl-]. Product: [F:18][C:19]1[CH:20]=[CH:21][CH:22]=[C:23]2[C:27]=1[N:26]([NH:28][C:15]([C:11]1[C:12]([CH3:14])=[N:13][C:8]([C:4]3[CH:5]=[CH:6][CH:7]=[C:2]([F:1])[CH:3]=3)=[N:9][CH:10]=1)=[O:17])[CH:25]=[C:24]2[CH3:29]. The catalyst class is: 3. (2) Reactant: [Li+].CC([N-]C(C)C)C.[Si:9]([N:16]1[C:19](=[O:20])[CH2:18][C@H:17]1[C:21]([OH:23])=[O:22])([C:12]([CH3:15])([CH3:14])[CH3:13])([CH3:11])[CH3:10].N1CCC1.CC(C1C=C(C(C)C)C(S([N:43]=[N+:44]=[N-:45])(=O)=O)=C(C(C)C)C=1)C. Product: [N:43]([C@H:18]1[C:19](=[O:20])[N:16]([Si:9]([C:12]([CH3:15])([CH3:14])[CH3:13])([CH3:11])[CH3:10])[C@@H:17]1[C:21]([OH:23])=[O:22])=[N+:44]=[N-:45]. The catalyst class is: 1. (3) Reactant: [CH3:1][C@@H:2]1[CH2:7][C@H:6]([C:8]2[N:9]=[CH:10][C:11]([NH2:14])=[N:12][CH:13]=2)[CH2:5][CH2:4][O:3]1.C1C(=O)N([Br:22])C(=O)C1. Product: [Br:22][C:10]1[C:11]([NH2:14])=[N:12][CH:13]=[C:8]([C@@H:6]2[CH2:5][CH2:4][O:3][C@H:2]([CH3:1])[CH2:7]2)[N:9]=1. The catalyst class is: 10. (4) Reactant: Cl.[CH3:2][O:3][C:4](=[O:38])[C:5]1[CH:10]=[CH:9][C:8]([O:11][C:12]2[CH:17]=[CH:16][C:15]([CH2:18][C@H:19]([NH2:37])[C:20]3[N:21]([CH2:33][CH2:34][CH2:35][CH3:36])[CH:22]=[C:23]([C:25]4[CH:30]=[CH:29][C:28]([Cl:31])=[CH:27][C:26]=4[Cl:32])[N:24]=3)=[CH:14][CH:13]=2)=[CH:7][CH:6]=1.[C:39]1(=[O:46])[O:45][C:43](=[O:44])[CH2:42][CH2:41][CH2:40]1.CCN(C(C)C)C(C)C.C(O)(=O)CC(CC(O)=O)(C(O)=O)O. Product: [CH3:2][O:3][C:4](=[O:38])[C:5]1[CH:6]=[CH:7][C:8]([O:11][C:12]2[CH:13]=[CH:14][C:15]([CH2:18][C@@H:19]([C:20]3[N:21]([CH2:33][CH2:34][CH2:35][CH3:36])[CH:22]=[C:23]([C:25]4[CH:30]=[CH:29][C:28]([Cl:31])=[CH:27][C:26]=4[Cl:32])[N:24]=3)[NH:37][C:39](=[O:46])[CH2:40][CH2:41][CH2:42][C:43]([OH:45])=[O:44])=[CH:16][CH:17]=2)=[CH:9][CH:10]=1. The catalyst class is: 3.